This data is from Reaction yield outcomes from USPTO patents with 853,638 reactions. The task is: Predict the reaction yield, written as a fraction of the theoretical maximum amount of product (1.0 means a 100% yield; for example, 0.34 means a 34% yield). The reactants are [S:1]1[CH:5]=[CH:4][CH:3]=[C:2]1[S:6]([NH:9][C:10]1[CH:11]=[CH:12][CH:13]=[C:14]2[C:18]=1[NH:17][C:16]([C:19](=[S:21])[NH2:20])=[CH:15]2)(=[O:8])=[O:7].[C:22]([O:27][CH2:28][CH3:29])(=[O:26])[C:23]#[C:24][CH3:25].C(P(CCCC)CCCC)CCC.C1(C)C=CC=CC=1. The catalyst is O1CCCC1. The product is [S:1]1[CH:5]=[CH:4][CH:3]=[C:2]1[S:6]([NH:9][C:10]1[CH:11]=[CH:12][CH:13]=[C:14]2[C:18]=1[NH:17][C:16]([C:19]1[S:21][CH:24]([CH2:23][C:22]([O:27][CH2:28][CH3:29])=[O:26])[CH2:25][N:20]=1)=[CH:15]2)(=[O:7])=[O:8]. The yield is 0.280.